Dataset: Hepatocyte clearance measurements from AstraZeneca. Task: Regression/Classification. Given a drug SMILES string, predict its absorption, distribution, metabolism, or excretion properties. Task type varies by dataset: regression for continuous measurements (e.g., permeability, clearance, half-life) or binary classification for categorical outcomes (e.g., BBB penetration, CYP inhibition). For this dataset (clearance_hepatocyte_az), we predict log10(clearance) (log10 of the in vitro intrinsic clearance, CLint, in uL/min per 10^6 hepatocytes; values are censored to the assay range of 3 to 150, which is 0.477 to 2.18 on this log10 scale). (1) The molecule is O=c1[nH]c2c(O)ccc([C@@H](O)CNCCc3cccc(CNCCc4ccccn4)c3)c2s1. The log10(clearance) is 0.480. (2) The drug is O=c1[nH]c2c(O)ccc([C@@H](O)CNCCSCCCNCCc3cccc(Cl)c3Cl)c2s1. The log10(clearance) is 0.480. (3) The compound is O=C(Nc1nc2ccccc2s1)c1ccccc1. The log10(clearance) is 1.89. (4) The molecule is COc1ccc(CCN(C)CCCC(C#N)(c2ccc(OC)c(OC)c2)C(C)C)cc1OC. The log10(clearance) is 2.02. (5) The drug is CCCCN(CCNC[C@H](O)c1ccc(O)c2[nH]c(=O)sc12)C(=O)CCOCCc1ccccc1. The log10(clearance) is 2.18.